Regression. Given two drug SMILES strings and cell line genomic features, predict the synergy score measuring deviation from expected non-interaction effect. From a dataset of NCI-60 drug combinations with 297,098 pairs across 59 cell lines. (1) Synergy scores: CSS=70.5, Synergy_ZIP=5.29, Synergy_Bliss=3.12, Synergy_Loewe=4.31, Synergy_HSA=4.55. Cell line: A549. Drug 1: CCCCC(=O)OCC(=O)C1(CC(C2=C(C1)C(=C3C(=C2O)C(=O)C4=C(C3=O)C=CC=C4OC)O)OC5CC(C(C(O5)C)O)NC(=O)C(F)(F)F)O. Drug 2: C1=NC2=C(N=C(N=C2N1C3C(C(C(O3)CO)O)F)Cl)N. (2) Drug 1: C1=NC2=C(N1)C(=S)N=CN2. Drug 2: COC1=NC(=NC2=C1N=CN2C3C(C(C(O3)CO)O)O)N. Cell line: UACC62. Synergy scores: CSS=1.92, Synergy_ZIP=1.31, Synergy_Bliss=2.69, Synergy_Loewe=-3.56, Synergy_HSA=0.235. (3) Synergy scores: CSS=29.8, Synergy_ZIP=3.47, Synergy_Bliss=0.762, Synergy_Loewe=-1.70, Synergy_HSA=-1.56. Drug 2: CCCCC(=O)OCC(=O)C1(CC(C2=C(C1)C(=C3C(=C2O)C(=O)C4=C(C3=O)C=CC=C4OC)O)OC5CC(C(C(O5)C)O)NC(=O)C(F)(F)F)O. Drug 1: CCC1(CC2CC(C3=C(CCN(C2)C1)C4=CC=CC=C4N3)(C5=C(C=C6C(=C5)C78CCN9C7C(C=CC9)(C(C(C8N6C)(C(=O)OC)O)OC(=O)C)CC)OC)C(=O)OC)O.OS(=O)(=O)O. Cell line: A498. (4) Drug 1: C1CCC(CC1)NC(=O)N(CCCl)N=O. Drug 2: CC1=C2C(C(=O)C3(C(CC4C(C3C(C(C2(C)C)(CC1OC(=O)C(C(C5=CC=CC=C5)NC(=O)C6=CC=CC=C6)O)O)OC(=O)C7=CC=CC=C7)(CO4)OC(=O)C)O)C)OC(=O)C. Cell line: IGROV1. Synergy scores: CSS=40.0, Synergy_ZIP=-12.8, Synergy_Bliss=-6.19, Synergy_Loewe=-3.13, Synergy_HSA=-1.16. (5) Drug 1: C#CCC(CC1=CN=C2C(=N1)C(=NC(=N2)N)N)C3=CC=C(C=C3)C(=O)NC(CCC(=O)O)C(=O)O. Drug 2: C1C(C(OC1N2C=NC(=NC2=O)N)CO)O. Cell line: MDA-MB-435. Synergy scores: CSS=3.76, Synergy_ZIP=2.48, Synergy_Bliss=-2.03, Synergy_Loewe=3.20, Synergy_HSA=-5.02. (6) Drug 1: C1=C(C(=O)NC(=O)N1)F. Drug 2: C(=O)(N)NO. Cell line: NCI-H322M. Synergy scores: CSS=31.1, Synergy_ZIP=6.90, Synergy_Bliss=5.92, Synergy_Loewe=-9.74, Synergy_HSA=5.03.